Regression/Classification. Given a drug SMILES string, predict its absorption, distribution, metabolism, or excretion properties. Task type varies by dataset: regression for continuous measurements (e.g., permeability, clearance, half-life) or binary classification for categorical outcomes (e.g., BBB penetration, CYP inhibition). Dataset: cyp1a2_veith. From a dataset of CYP1A2 inhibition data for predicting drug metabolism from PubChem BioAssay. (1) The drug is CCOc1ccc(N2C(=O)CS/C2=N/NC(=O)COc2ccc3ccccc3c2)cc1. The result is 1 (inhibitor). (2) The drug is COc1ccc(C2C(Oc3ccccc3)C(=O)N2c2cc(C)ccc2C)cc1OC. The result is 0 (non-inhibitor). (3) The molecule is Cc1ccccc1-c1ccc2ncnc(NC3CC3)c2c1. The result is 1 (inhibitor). (4) The molecule is O=C(O)[C@@H](O)c1ccc([As](=O)(O)O)cc1. The result is 0 (non-inhibitor). (5) The compound is COc1cc(-c2ccc(N=Nc3ccc4c(S(=O)(=O)[O-])cc(S(=O)(=O)[O-])c(N)c4c3O)c(OC)c2)ccc1N=Nc1ccc2c(S(=O)(=O)[O-])cc(S(=O)(=O)[O-])c(N)c2c1O.[Na+].[Na+].[Na+].[Na+]. The result is 1 (inhibitor). (6) The result is 1 (inhibitor). The drug is Fc1ccc(-c2csc(N3CCC(c4ccccc4)C3)n2)cc1.